Regression. Given two drug SMILES strings and cell line genomic features, predict the synergy score measuring deviation from expected non-interaction effect. From a dataset of NCI-60 drug combinations with 297,098 pairs across 59 cell lines. (1) Synergy scores: CSS=44.5, Synergy_ZIP=-1.75, Synergy_Bliss=-2.54, Synergy_Loewe=-4.48, Synergy_HSA=-0.0502. Drug 1: C1CN1C2=NC(=NC(=N2)N3CC3)N4CC4. Drug 2: CC1=C(C(=O)C2=C(C1=O)N3CC4C(C3(C2COC(=O)N)OC)N4)N. Cell line: K-562. (2) Drug 1: CC1=C(C=C(C=C1)NC(=O)C2=CC=C(C=C2)CN3CCN(CC3)C)NC4=NC=CC(=N4)C5=CN=CC=C5. Drug 2: CCCCC(=O)OCC(=O)C1(CC(C2=C(C1)C(=C3C(=C2O)C(=O)C4=C(C3=O)C=CC=C4OC)O)OC5CC(C(C(O5)C)O)NC(=O)C(F)(F)F)O. Cell line: NCI/ADR-RES. Synergy scores: CSS=1.08, Synergy_ZIP=0.329, Synergy_Bliss=1.55, Synergy_Loewe=-9.83, Synergy_HSA=-3.43. (3) Drug 1: CC1=C(C=C(C=C1)NC2=NC=CC(=N2)N(C)C3=CC4=NN(C(=C4C=C3)C)C)S(=O)(=O)N.Cl. Drug 2: CS(=O)(=O)C1=CC(=C(C=C1)C(=O)NC2=CC(=C(C=C2)Cl)C3=CC=CC=N3)Cl. Cell line: PC-3. Synergy scores: CSS=3.25, Synergy_ZIP=-0.716, Synergy_Bliss=3.79, Synergy_Loewe=3.09, Synergy_HSA=3.12. (4) Drug 1: C1CC(=O)NC(=O)C1N2CC3=C(C2=O)C=CC=C3N. Drug 2: CC1C(C(CC(O1)OC2CC(CC3=C2C(=C4C(=C3O)C(=O)C5=C(C4=O)C(=CC=C5)OC)O)(C(=O)CO)O)N)O.Cl. Synergy scores: CSS=52.5, Synergy_ZIP=-0.206, Synergy_Bliss=0.779, Synergy_Loewe=-14.7, Synergy_HSA=0.179. Cell line: COLO 205. (5) Drug 1: CCCCCOC(=O)NC1=NC(=O)N(C=C1F)C2C(C(C(O2)C)O)O. Drug 2: C1CN1C2=NC(=NC(=N2)N3CC3)N4CC4. Cell line: OVCAR-8. Synergy scores: CSS=32.2, Synergy_ZIP=0.0351, Synergy_Bliss=-0.464, Synergy_Loewe=-10.6, Synergy_HSA=1.47. (6) Drug 2: CC12CCC3C(C1CCC2=O)CC(=C)C4=CC(=O)C=CC34C. Cell line: MDA-MB-435. Synergy scores: CSS=31.7, Synergy_ZIP=-2.59, Synergy_Bliss=-4.71, Synergy_Loewe=-3.22, Synergy_HSA=-2.70. Drug 1: COC1=C(C=C2C(=C1)N=CN=C2NC3=CC(=C(C=C3)F)Cl)OCCCN4CCOCC4. (7) Drug 1: CC1=C(C=C(C=C1)NC(=O)C2=CC=C(C=C2)CN3CCN(CC3)C)NC4=NC=CC(=N4)C5=CN=CC=C5. Drug 2: C1CC(=O)NC(=O)C1N2C(=O)C3=CC=CC=C3C2=O. Cell line: MOLT-4. Synergy scores: CSS=-4.37, Synergy_ZIP=3.63, Synergy_Bliss=1.93, Synergy_Loewe=-7.87, Synergy_HSA=-6.16. (8) Drug 1: C1CCN(CC1)CCOC2=CC=C(C=C2)C(=O)C3=C(SC4=C3C=CC(=C4)O)C5=CC=C(C=C5)O. Drug 2: C#CCC(CC1=CN=C2C(=N1)C(=NC(=N2)N)N)C3=CC=C(C=C3)C(=O)NC(CCC(=O)O)C(=O)O. Cell line: IGROV1. Synergy scores: CSS=-3.19, Synergy_ZIP=0.338, Synergy_Bliss=-2.64, Synergy_Loewe=-3.53, Synergy_HSA=-3.43. (9) Drug 1: CC1=CC2C(CCC3(C2CCC3(C(=O)C)OC(=O)C)C)C4(C1=CC(=O)CC4)C. Drug 2: C1=CC=C(C=C1)NC(=O)CCCCCCC(=O)NO. Cell line: SF-539. Synergy scores: CSS=14.4, Synergy_ZIP=-4.59, Synergy_Bliss=-2.42, Synergy_Loewe=-50.8, Synergy_HSA=-2.43.